This data is from NCI-60 drug combinations with 297,098 pairs across 59 cell lines. The task is: Regression. Given two drug SMILES strings and cell line genomic features, predict the synergy score measuring deviation from expected non-interaction effect. (1) Drug 1: C1=C(C(=O)NC(=O)N1)F. Cell line: CAKI-1. Drug 2: CS(=O)(=O)OCCCCOS(=O)(=O)C. Synergy scores: CSS=30.9, Synergy_ZIP=2.47, Synergy_Bliss=1.55, Synergy_Loewe=7.59, Synergy_HSA=8.74. (2) Drug 1: CC=C1C(=O)NC(C(=O)OC2CC(=O)NC(C(=O)NC(CSSCCC=C2)C(=O)N1)C(C)C)C(C)C. Drug 2: C1CN(P(=O)(OC1)NCCCl)CCCl. Cell line: SNB-75. Synergy scores: CSS=24.9, Synergy_ZIP=0.259, Synergy_Bliss=3.40, Synergy_Loewe=-30.0, Synergy_HSA=2.14.